From a dataset of Catalyst prediction with 721,799 reactions and 888 catalyst types from USPTO. Predict which catalyst facilitates the given reaction. (1) Reactant: C([O:3][C:4]([C:6]1[N:7]=[N:8][N:9]([C:11]2[CH:16]=[C:15]([C:17](=[O:36])[NH:18][C:19]3[CH:24]=[C:23]([C:25]([CH3:28])([CH3:27])[CH3:26])[CH:22]=[C:21]([S:29](=[O:33])(=[O:32])[NH:30][CH3:31])[C:20]=3[O:34][CH3:35])[CH:14]=[CH:13][C:12]=2[CH3:37])[CH:10]=1)=[O:5])C.[Li+].[OH-].Cl. Product: [C:25]([C:23]1[CH:22]=[C:21]([S:29](=[O:33])(=[O:32])[NH:30][CH3:31])[C:20]([O:34][CH3:35])=[C:19]([NH:18][C:17]([C:15]2[CH:14]=[CH:13][C:12]([CH3:37])=[C:11]([N:9]3[CH:10]=[C:6]([C:4]([OH:5])=[O:3])[N:7]=[N:8]3)[CH:16]=2)=[O:36])[CH:24]=1)([CH3:28])([CH3:26])[CH3:27]. The catalyst class is: 24. (2) Reactant: Cl[C:2]1[CH:7]=[C:6]([N+:8]([O-:10])=[O:9])[C:5]([CH3:11])=[CH:4][N+:3]=1[O-:12].[NH2:13][C@@H:14]1[CH2:19][CH2:18][C@H:17]([NH:20][C:21](=[O:31])[C:22]2[CH:27]=[C:26]([F:28])[C:25]([F:29])=[C:24]([F:30])[CH:23]=2)[CH2:16][CH2:15]1.C([O-])(O)=O.[Na+]. Product: [F:28][C:26]1[CH:27]=[C:22]([CH:23]=[C:24]([F:30])[C:25]=1[F:29])[C:21]([NH:20][C@H:17]1[CH2:18][CH2:19][C@@H:14]([NH:13][C:2]2[CH:7]=[C:6]([N+:8]([O-:10])=[O:9])[C:5]([CH3:11])=[CH:4][N+:3]=2[O-:12])[CH2:15][CH2:16]1)=[O:31]. The catalyst class is: 51.